Dataset: Forward reaction prediction with 1.9M reactions from USPTO patents (1976-2016). Task: Predict the product of the given reaction. (1) Given the reactants C(N)[C@@H]1OCCC1.[N+:8]([C:11]1[CH:24]=[CH:23][C:14]([CH2:15][NH:16][CH2:17][C@H:18]2[CH2:22][CH2:21][CH2:20][O:19]2)=[CH:13][CH:12]=1)([O-])=O, predict the reaction product. The product is: [O:19]1[CH2:20][CH2:21][CH2:22][C@@H:18]1[CH2:17][NH:16][CH2:15][C:14]1[CH:13]=[CH:12][C:11]([NH2:8])=[CH:24][CH:23]=1. (2) Given the reactants [CH3:1][C:2]1[C:11]2[C:6](=[C:7]([C:12](=[O:14])[CH3:13])[CH:8]=[CH:9][CH:10]=2)[CH2:5][CH2:4][N:3]=1.[CH3:15][Mg+].[Br-], predict the reaction product. The product is: [CH3:1][C:2]1[C:11]2[C:6](=[C:7]([C:12]([OH:14])([CH3:15])[CH3:13])[CH:8]=[CH:9][CH:10]=2)[CH2:5][CH2:4][N:3]=1.